Dataset: Catalyst prediction with 721,799 reactions and 888 catalyst types from USPTO. Task: Predict which catalyst facilitates the given reaction. Reactant: [CH3:1][S:2](Cl)(=[O:4])=[O:3].[OH:6][CH2:7][CH2:8][CH:9]1[CH2:14][CH2:13][N:12]([C:15]([O:17][C:18]([CH3:21])([CH3:20])[CH3:19])=[O:16])[CH2:11][CH2:10]1.C(N(CC)CC)C. Product: [CH3:1][S:2]([O:6][CH2:7][CH2:8][CH:9]1[CH2:10][CH2:11][N:12]([C:15]([O:17][C:18]([CH3:21])([CH3:20])[CH3:19])=[O:16])[CH2:13][CH2:14]1)(=[O:4])=[O:3]. The catalyst class is: 4.